This data is from NCI-60 drug combinations with 297,098 pairs across 59 cell lines. The task is: Regression. Given two drug SMILES strings and cell line genomic features, predict the synergy score measuring deviation from expected non-interaction effect. Drug 1: CC1=C(C(CCC1)(C)C)C=CC(=CC=CC(=CC(=O)O)C)C. Drug 2: C1CN(CCN1C(=O)CCBr)C(=O)CCBr. Cell line: A549. Synergy scores: CSS=40.2, Synergy_ZIP=3.26, Synergy_Bliss=6.55, Synergy_Loewe=7.34, Synergy_HSA=10.2.